Dataset: Full USPTO retrosynthesis dataset with 1.9M reactions from patents (1976-2016). Task: Predict the reactants needed to synthesize the given product. Given the product [Cl:1][CH2:2][C:3]1[N:15]=[C:7]([C:8]2[CH:13]=[CH:12][CH:11]=[CH:10][CH:9]=2)[O:14][CH:4]=1, predict the reactants needed to synthesize it. The reactants are: [Cl:1][CH:2](Cl)[C:3](=O)[CH3:4].[C:7]([NH2:15])(=[O:14])[C:8]1[CH:13]=[CH:12][CH:11]=[CH:10][CH:9]=1.